Dataset: Forward reaction prediction with 1.9M reactions from USPTO patents (1976-2016). Task: Predict the product of the given reaction. (1) Given the reactants [Cl:1][C:2]1[C:3]([CH2:8][NH:9][C:10]([C@H:12]2[CH2:21][N:20]3[C@H:15]([CH2:16][O:17][C@@H:18]([CH3:23])[C:19]3=[O:22])[CH2:14][CH2:13]2)=O)=[N:4][CH:5]=[CH:6][N:7]=1.CN(C=O)C.N1C=CC=CC=1.O=P(Cl)(Cl)Cl, predict the reaction product. The product is: [Cl:1][C:2]1[C:3]2[N:4]([C:10]([C@H:12]3[CH2:21][N:20]4[C@H:15]([CH2:16][O:17][C@H:18]([CH3:23])[C:19]4=[O:22])[CH2:14][CH2:13]3)=[N:9][CH:8]=2)[CH:5]=[CH:6][N:7]=1. (2) Given the reactants [OH-:1].[K+].[Cl:3][C:4]1[N:5]=[C:6](Cl)[C:7]2[N:12]([CH3:13])[N:11]=[C:10]([CH2:14][CH2:15][CH3:16])[C:8]=2[N:9]=1.Cl, predict the reaction product. The product is: [Cl:3][C:4]1[NH:5][C:6](=[O:1])[C:7]2[N:12]([CH3:13])[N:11]=[C:10]([CH2:14][CH2:15][CH3:16])[C:8]=2[N:9]=1. (3) Given the reactants [Cl:1][C:2]1[C:3]([CH3:21])=[C:4]2[N:10]=[C:9]([C:11]3[CH:16]=[CH:15][C:14](F)=[C:13]([N+:18]([O-])=O)[CH:12]=3)[NH:8][C:5]2=[N:6][CH:7]=1.[N:22]1([CH2:28][CH2:29][NH2:30])[CH2:27][CH2:26][O:25][CH2:24][CH2:23]1, predict the reaction product. The product is: [Cl:1][C:2]1[C:3]([CH3:21])=[C:4]2[N:10]=[C:9]([C:11]3[CH:12]=[C:13]([NH2:18])[C:14]([NH:30][CH2:29][CH2:28][N:22]4[CH2:27][CH2:26][O:25][CH2:24][CH2:23]4)=[CH:15][CH:16]=3)[NH:8][C:5]2=[N:6][CH:7]=1. (4) The product is: [Br:13][C:8]1[C:7]2[S:6][CH:5]=[CH:4][C:12]=2[CH:11]=[CH:10][CH:9]=1. Given the reactants C(O[CH:4](OCC)[CH2:5][S:6][C:7]1[CH:12]=[CH:11][CH:10]=[CH:9][C:8]=1[Br:13])C, predict the reaction product. (5) The product is: [F:58][C:59]1[CH:64]=[C:63]([F:65])[CH:62]=[CH:61][C:60]=1[NH:66][C:67](=[O:68])[NH:32][C:33]1[CH:38]=[CH:37][C:36]([C:39]2[S:43][C:42]([CH:44]3[CH2:49][CH2:48][N:47]([C:50]([CH3:56])([CH3:57])[C:51]([O:53][CH2:54][CH3:55])=[O:52])[CH2:46][CH2:45]3)=[N:41][CH:40]=2)=[CH:35][CH:34]=1. Given the reactants FC(F)(F)C1C=C(NC(=O)NC2C=CC(C3SC(CCC(OC)=O)=NC=3)=CC=2)C=CC=1.[NH2:32][C:33]1[CH:38]=[CH:37][C:36]([C:39]2[S:43][C:42]([CH:44]3[CH2:49][CH2:48][N:47]([C:50]([CH3:57])([CH3:56])[C:51]([O:53][CH2:54][CH3:55])=[O:52])[CH2:46][CH2:45]3)=[N:41][CH:40]=2)=[CH:35][CH:34]=1.[F:58][C:59]1[CH:64]=[C:63]([F:65])[CH:62]=[CH:61][C:60]=1[N:66]=[C:67]=[O:68], predict the reaction product. (6) Given the reactants [NH2:1][C:2]1[N:10]=[CH:9][N:8]=[C:7]2[C:3]=1[N:4]=[CH:5][N:6]2[C@H:11]1[C@H:18]2[C@H:14]([O:15][C:16]([CH3:20])([CH3:19])[O:17]2)[C@@H:13]([CH2:21][NH:22][CH2:23][CH2:24][C@H:25]([NH:33][C:34](=[O:43])[O:35][CH2:36][C:37]2[CH:42]=[CH:41][CH:40]=[CH:39][CH:38]=2)[C:26]([O:28][C:29]([CH3:32])([CH3:31])[CH3:30])=[O:27])[O:12]1.C=O.[C:46]([BH3-])#N.[Na+], predict the reaction product. The product is: [NH2:1][C:2]1[N:10]=[CH:9][N:8]=[C:7]2[C:3]=1[N:4]=[CH:5][N:6]2[C@H:11]1[C@@H:18]2[O:17][C:16]([CH3:20])([CH3:19])[O:15][C@@H:14]2[C@@H:13]([CH2:21][N:22]([CH3:46])[CH2:23][CH2:24][C@H:25]([NH:33][C:34]([O:35][CH2:36][C:37]2[CH:38]=[CH:39][CH:40]=[CH:41][CH:42]=2)=[O:43])[C:26]([O:28][C:29]([CH3:32])([CH3:31])[CH3:30])=[O:27])[O:12]1.